Dataset: Full USPTO retrosynthesis dataset with 1.9M reactions from patents (1976-2016). Task: Predict the reactants needed to synthesize the given product. (1) Given the product [CH3:1][O:2][C:3]1[CH:4]=[C:5]([NH:46][S:47]([N:50]([CH3:52])[CH3:51])(=[O:48])=[O:49])[CH:6]=[C:7]([C:9]2[C:17]3[C:16]([NH:18][C@H:19]([C:21]4[N:26]([C:27]5[CH:28]=[CH:29][CH:30]=[CH:31][CH:32]=5)[C:25](=[O:33])[C:24]5=[C:34]([CH3:37])[CH:35]=[CH:36][N:23]5[N:22]=4)[CH3:20])=[N:15][CH:14]=[N:13][C:12]=3[NH:11][CH:10]=2)[CH:8]=1, predict the reactants needed to synthesize it. The reactants are: [CH3:1][O:2][C:3]1[CH:4]=[C:5]([NH:46][S:47]([N:50]([CH3:52])[CH3:51])(=[O:49])=[O:48])[CH:6]=[C:7]([C:9]2[C:17]3[C:16]([NH:18][C@H:19]([C:21]4[N:26]([C:27]5[CH:32]=[CH:31][CH:30]=[CH:29][CH:28]=5)[C:25](=[O:33])[C:24]5=[C:34]([CH3:37])[CH:35]=[CH:36][N:23]5[N:22]=4)[CH3:20])=[N:15][CH:14]=[N:13][C:12]=3[N:11](COCC[Si](C)(C)C)[CH:10]=2)[CH:8]=1.FC(F)(F)C(O)=O.N. (2) The reactants are: [CH3:1][N:2]([S:27]([C:30]1[S:31][CH:32]=[CH:33][CH:34]=1)(=[O:29])=[O:28])[C:3]1[CH:4]=[CH:5][CH:6]=[C:7]2[C:11]=1[NH:10][C:9]([C:12]1[S:13][C:14]3([CH2:21][CH2:20][N:19]([CH2:22]C(OC)=O)[CH2:18][CH2:17]3)[CH2:15][N:16]=1)=[CH:8]2.[CH3:35][Li].C([O:39][CH2:40][CH3:41])C.[Cl-].[NH4+]. Given the product [OH:39][C:40]([CH3:41])([CH3:35])[CH2:22][N:19]1[CH2:20][CH2:21][C:14]2([S:13][C:12]([C:9]3[NH:10][C:11]4[C:7]([CH:8]=3)=[CH:6][CH:5]=[CH:4][C:3]=4[N:2]([CH3:1])[S:27]([C:30]3[S:31][CH:32]=[CH:33][CH:34]=3)(=[O:29])=[O:28])=[N:16][CH2:15]2)[CH2:17][CH2:18]1, predict the reactants needed to synthesize it. (3) Given the product [CH:1]1([CH:4]([C:11]2[CH:12]=[C:13]([CH:14]=[CH:15][CH:16]=2)[O:17][CH2:19][CH:20]2[CH2:25][CH2:24][N:23]([C:26]([O:28][C:29]([CH3:30])([CH3:32])[CH3:31])=[O:27])[CH2:22][CH2:21]2)[CH2:5][C:6]([O:8][CH2:9][CH3:10])=[O:7])[CH2:3][CH2:2]1, predict the reactants needed to synthesize it. The reactants are: [CH:1]1([CH:4]([C:11]2[CH:16]=[CH:15][CH:14]=[C:13]([OH:17])[CH:12]=2)[CH2:5][C:6]([O:8][CH2:9][CH3:10])=[O:7])[CH2:3][CH2:2]1.O[CH2:19][CH:20]1[CH2:25][CH2:24][N:23]([C:26]([O:28][C:29]([CH3:32])([CH3:31])[CH3:30])=[O:27])[CH2:22][CH2:21]1.C(C=P(CCCC)(CCCC)CCCC)#N. (4) Given the product [Br:28][C:12]1[N:11]([CH2:14][CH:15]2[CH2:20][CH2:19][CH2:18][CH2:17][CH2:16]2)[CH:10]=[C:9]([S:6]([NH:5][C:1]([CH3:4])([CH3:2])[CH3:3])(=[O:8])=[O:7])[CH:13]=1, predict the reactants needed to synthesize it. The reactants are: [C:1]([NH:5][S:6]([C:9]1[CH:13]=[CH:12][N:11]([CH2:14][CH:15]2[CH2:20][CH2:19][CH2:18][CH2:17][CH2:16]2)[CH:10]=1)(=[O:8])=[O:7])([CH3:4])([CH3:3])[CH3:2].C1C(=O)N([Br:28])C(=O)C1.